This data is from Forward reaction prediction with 1.9M reactions from USPTO patents (1976-2016). The task is: Predict the product of the given reaction. The product is: [CH:17]1([CH2:23][O:1][C:2]2[CH:3]=[C:4]([C:9](=[O:11])[CH3:10])[CH:5]=[C:6]([O:8][CH2:12][CH3:13])[CH:7]=2)[CH2:22][CH2:21][CH2:20][CH2:19][CH2:18]1. Given the reactants [OH:1][C:2]1[CH:3]=[C:4]([C:9](=[O:11])[CH3:10])[CH:5]=[C:6]([OH:8])[CH:7]=1.[CH2:12](Br)[CH3:13].[H-].[Na+].[CH:17]1([CH2:23]Br)[CH2:22][CH2:21][CH2:20][CH2:19][CH2:18]1, predict the reaction product.